Dataset: hERG Central: cardiac toxicity at 1µM, 10µM, and general inhibition. Task: Predict hERG channel inhibition at various concentrations. (1) Results: hERG_inhib (hERG inhibition (general)): blocker. The drug is COc1cccc(OC)c1OCCCN1CCC(Cc2ccccc2)CC1.O=C(O)C(=O)O. (2) The compound is Cc1ccc(Cl)cc1NC(=O)COC(=O)C1CCCC1. Results: hERG_inhib (hERG inhibition (general)): blocker. (3) The compound is Br.N=c1n(CC(=O)c2ccc([N+](=O)[O-])cc2)c2ccccc2n1Cc1ccccc1. Results: hERG_inhib (hERG inhibition (general)): blocker.